From a dataset of Reaction yield outcomes from USPTO patents with 853,638 reactions. Predict the reaction yield, written as a fraction of the theoretical maximum amount of product (1.0 means a 100% yield; for example, 0.34 means a 34% yield). The reactants are C(OC([N:8]1[CH2:13][CH2:12][CH2:11][CH:10]([C:14]2[O:18][N:17]=[C:16]([C:19]3[CH:24]=[CH:23][C:22]([O:25][CH3:26])=[CH:21][CH:20]=3)[N:15]=2)[CH2:9]1)=O)(C)(C)C.[ClH:27]. No catalyst specified. The product is [ClH:27].[CH3:26][O:25][C:22]1[CH:21]=[CH:20][C:19]([C:16]2[N:15]=[C:14]([CH:10]3[CH2:11][CH2:12][CH2:13][NH:8][CH2:9]3)[O:18][N:17]=2)=[CH:24][CH:23]=1. The yield is 1.00.